Predict which catalyst facilitates the given reaction. From a dataset of Catalyst prediction with 721,799 reactions and 888 catalyst types from USPTO. (1) Reactant: [Br:1][C:2]1[C:3]([CH2:11]O)=[C:4]([OH:10])[C:5]([O:8][CH3:9])=[CH:6][CH:7]=1.[Br-].[C:14]1([PH+:20]([C:27]2[CH:32]=[CH:31][CH:30]=[CH:29][CH:28]=2)[C:21]2[CH:26]=[CH:25][CH:24]=[CH:23][CH:22]=2)[CH:19]=[CH:18][CH:17]=[CH:16][CH:15]=1. Product: [Br-:1].[Br:1][C:2]1[C:3]([CH2:11][P+:20]([C:21]2[CH:22]=[CH:23][CH:24]=[CH:25][CH:26]=2)([C:27]2[CH:32]=[CH:31][CH:30]=[CH:29][CH:28]=2)[C:14]2[CH:15]=[CH:16][CH:17]=[CH:18][CH:19]=2)=[C:4]([OH:10])[C:5]([O:8][CH3:9])=[CH:6][CH:7]=1. The catalyst class is: 10. (2) Reactant: N#N.[Si:3]([O:10][CH2:11][C:12]1[N:13]=[C:14]([C:17]([OH:20])([CH3:19])[CH3:18])[O:15][CH:16]=1)([C:6]([CH3:9])([CH3:8])[CH3:7])([CH3:5])[CH3:4].[CH3:21]I. Product: [Si:3]([O:10][CH2:11][C:12]1[N:13]=[C:14]([C:17]([O:20][CH3:21])([CH3:19])[CH3:18])[O:15][CH:16]=1)([C:6]([CH3:9])([CH3:7])[CH3:8])([CH3:5])[CH3:4]. The catalyst class is: 2.